Dataset: Reaction yield outcomes from USPTO patents with 853,638 reactions. Task: Predict the reaction yield, written as a fraction of the theoretical maximum amount of product (1.0 means a 100% yield; for example, 0.34 means a 34% yield). The reactants are [H-].[Na+].[N+:3]([C:6]1[CH:7]=[C:8]2[C:12](=[CH:13][CH:14]=1)[NH:11][N:10]=[CH:9]2)([O-:5])=[O:4].[CH3:15]I. The catalyst is CN(C)C=O. The product is [CH3:15][N:11]1[C:12]2[C:8](=[CH:7][C:6]([N+:3]([O-:5])=[O:4])=[CH:14][CH:13]=2)[CH:9]=[N:10]1. The yield is 0.830.